Task: Predict the reaction yield, written as a fraction of the theoretical maximum amount of product (1.0 means a 100% yield; for example, 0.34 means a 34% yield).. Dataset: Reaction yield outcomes from USPTO patents with 853,638 reactions (1) The reactants are C[O:2][C:3](=[O:42])[C:4]1[CH:9]=[CH:8][C:7]([O:10][CH2:11][CH2:12][CH2:13][O:14]/[N:15]=[CH:16]/[C:17]2[CH:22]=[CH:21][C:20]([C:23]([CH3:26])([CH3:25])[CH3:24])=[CH:19][CH:18]=2)=[CH:6][C:5]=1[NH:27][C:28]([C:30]1[CH:35]=[CH:34][C:33]([C:36]2[CH:41]=[CH:40][CH:39]=[CH:38][CH:37]=2)=[CH:32][CH:31]=1)=[O:29].[OH-].[K+]. The catalyst is C1COCC1.CO. The product is [C:33]1([C:36]2[CH:41]=[CH:40][CH:39]=[CH:38][CH:37]=2)[CH:34]=[CH:35][C:30]([C:28]([NH:27][C:5]2[CH:6]=[C:7]([O:10][CH2:11][CH2:12][CH2:13][O:14]/[N:15]=[CH:16]/[C:17]3[CH:18]=[CH:19][C:20]([C:23]([CH3:26])([CH3:24])[CH3:25])=[CH:21][CH:22]=3)[CH:8]=[CH:9][C:4]=2[C:3]([OH:42])=[O:2])=[O:29])=[CH:31][CH:32]=1. The yield is 0.640. (2) The reactants are [CH2:1]([O:8][C:9]1[CH:14]=[CH:13][C:12]([CH2:15][CH:16]=O)=[CH:11][CH:10]=1)[C:2]1[CH:7]=[CH:6][CH:5]=[CH:4][CH:3]=1.C1(P(=[CH:37][C:38]([O:40][CH3:41])=[O:39])(C2C=CC=CC=2)C2C=CC=CC=2)C=CC=CC=1. The catalyst is C1COCC1. The product is [CH2:1]([O:8][C:9]1[CH:10]=[CH:11][C:12]([CH2:15]/[CH:16]=[CH:37]/[C:38]([O:40][CH3:41])=[O:39])=[CH:13][CH:14]=1)[C:2]1[CH:3]=[CH:4][CH:5]=[CH:6][CH:7]=1. The yield is 0.470. (3) The reactants are [N-:1]=[N+:2]=[N-:3].[Na+].[CH3:5][O:6][C:7]1([O:32][CH3:33])[CH2:12][CH2:11][N:10]([C:13]2[CH:18]=[CH:17][C:16]([N:19]3[CH2:23][C@@H:22]([CH2:24]CS([O-])(=O)=O)[O:21][C:20]3=[O:30])=[CH:15][CH:14]=2)[CH2:9][CH:8]1[F:31]. The catalyst is CN(C)C=O. The product is [CH3:5][O:6][C:7]1([O:32][CH3:33])[CH2:12][CH2:11][N:10]([C:13]2[CH:14]=[CH:15][C:16]([N:19]3[CH2:23][C@@H:22]([CH2:24][N:1]=[N+:2]=[N-:3])[O:21][C:20]3=[O:30])=[CH:17][CH:18]=2)[CH2:9][CH:8]1[F:31]. The yield is 0.780. (4) The reactants are [C:1]([C:6]1[CH:7]=[CH:8][C:9]([O:15][CH3:16])=[C:10]([CH:14]=1)[C:11]([OH:13])=O)(=[O:5])[CH:2]([CH3:4])[CH3:3].[F:17][C:18]([F:31])([F:30])[C:19]1[CH:20]=[C:21]([CH:23]=[C:24]([C:26]([F:29])([F:28])[F:27])[CH:25]=1)[NH2:22]. No catalyst specified. The product is [C:1]([C:6]1[CH:7]=[CH:8][C:9]([O:15][CH3:16])=[C:10]([CH:14]=1)[C:11]([NH:22][C:21]1[CH:23]=[C:24]([C:26]([F:27])([F:28])[F:29])[CH:25]=[C:19]([C:18]([F:17])([F:30])[F:31])[CH:20]=1)=[O:13])(=[O:5])[CH:2]([CH3:3])[CH3:4]. The yield is 0.614. (5) The reactants are [CH3:1][CH:2]([CH2:7][C:8]([CH3:11])([CH3:10])[CH3:9])[CH2:3][C:4]([OH:6])=O.[CH2:12]([CH:16]([CH2:19][CH2:20][CH2:21][CH2:22][CH2:23][CH3:24])[CH2:17][NH2:18])[CH2:13][CH2:14][CH3:15].CC(N)=NCC1C=CC=C(CN)C=1.Cl.Cl. The catalyst is CCCCCCC. The product is [CH3:1][CH:2]([CH2:7][C:8]([CH3:11])([CH3:10])[CH3:9])[CH2:3][C:4]([NH:18][CH2:17][CH:16]([CH2:12][CH2:13][CH2:14][CH3:15])[CH2:19][CH2:20][CH2:21][CH2:22][CH2:23][CH3:24])=[O:6]. The yield is 0.770. (6) The reactants are Cl[C:2]1[N:6]([CH3:7])[N:5]=[CH:4][C:3]=1[N+:8]([O-:10])=[O:9].[F:11][C@H:12]1[CH2:16][CH2:15][NH:14][CH2:13]1. No catalyst specified. The product is [F:11][C@H:12]1[CH2:16][CH2:15][N:14]([C:2]2[N:6]([CH3:7])[N:5]=[CH:4][C:3]=2[N+:8]([O-:10])=[O:9])[CH2:13]1. The yield is 0.830. (7) The reactants are [Cl:1][C:2]1[C:3]([CH3:22])=[C:4]([C:19](O)=[O:20])[C:5]([C:11]2[CH:16]=[C:15]([F:17])[CH:14]=[C:13]([F:18])[CH:12]=2)=[C:6]([CH:8]([OH:10])[CH3:9])[CH:7]=1.Cl.[CH2:24]([NH2:26])[CH3:25].F[P-](F)(F)(F)(F)F.N1(O[P+](N(C)C)(N(C)C)N(C)C)C2C=CC=CC=2N=N1.C(N(CC)C(C)C)(C)C. The catalyst is CN(C)C=O. The product is [Cl:1][C:2]1[C:3]([CH3:22])=[C:4]([C:19]([NH:26][CH2:24][CH3:25])=[O:20])[C:5]([C:11]2[CH:16]=[C:15]([F:17])[CH:14]=[C:13]([F:18])[CH:12]=2)=[C:6]([CH:8]([OH:10])[CH3:9])[CH:7]=1. The yield is 0.680.